From a dataset of Forward reaction prediction with 1.9M reactions from USPTO patents (1976-2016). Predict the product of the given reaction. (1) Given the reactants [CH2:1]([O:8][C:9]1[C:10](I)=[N:11][C:12]([Cl:15])=[CH:13][CH:14]=1)[C:2]1[CH:7]=[CH:6][CH:5]=[CH:4][CH:3]=1.[CH2:17]([OH:20])[C:18]#[CH:19].O, predict the reaction product. The product is: [CH2:1]([O:8][C:9]1[C:10]([C:19]#[C:18][CH2:17][OH:20])=[N:11][C:12]([Cl:15])=[CH:13][CH:14]=1)[C:2]1[CH:7]=[CH:6][CH:5]=[CH:4][CH:3]=1. (2) The product is: [C:37]([O:29][CH2:28][C:2]([F:1])([F:30])[CH2:3][N:4]1[C:8]([C:9]2[CH:10]=[CH:11][C:12]([F:15])=[CH:13][CH:14]=2)=[C:7]([C:16]2[CH:17]=[CH:18][C:19]3[O:24][CH2:23][C:22](=[O:25])[NH:21][C:20]=3[CH:26]=2)[C:6]([CH3:27])=[N:5]1)(=[O:38])[CH2:36][CH2:35][C:34]([O:33][CH2:31][CH3:32])=[O:40]. Given the reactants [F:1][C:2]([F:30])([CH2:28][OH:29])[CH2:3][N:4]1[C:8]([C:9]2[CH:14]=[CH:13][C:12]([F:15])=[CH:11][CH:10]=2)=[C:7]([C:16]2[CH:17]=[CH:18][C:19]3[O:24][CH2:23][C:22](=[O:25])[NH:21][C:20]=3[CH:26]=2)[C:6]([CH3:27])=[N:5]1.[CH2:31]([O:33][C:34](=[O:40])[CH2:35][CH2:36][C:37](O)=[O:38])[CH3:32].CCN=C=NCCCN(C)C.C([O-])(O)=O.[Na+], predict the reaction product. (3) Given the reactants [CH2:1]([C@@:8]12[CH2:21][C:20](=[O:22])[C@:19]([OH:29])([C:23]3[CH:28]=[CH:27][CH:26]=[CH:25][CH:24]=3)[CH2:18][C@H:17]1[CH2:16][CH2:15][C:14]1[CH:13]=[C:12]([C:30]([NH:32][C:33]3[C:34]([CH3:39])=[N:35][CH:36]=[CH:37][CH:38]=3)=[O:31])[CH:11]=[CH:10][C:9]2=1)[C:2]1[CH:7]=[CH:6][CH:5]=[CH:4][CH:3]=1.[CH2:40]1COCC1.[Li]C.[NH4+].[Cl-], predict the reaction product. The product is: [CH2:1]([C@@:8]12[CH2:21][C@:20]([OH:22])([CH3:40])[C@:19]([OH:29])([C:23]3[CH:28]=[CH:27][CH:26]=[CH:25][CH:24]=3)[CH2:18][C@H:17]1[CH2:16][CH2:15][C:14]1[CH:13]=[C:12]([C:30]([NH:32][C:33]3[C:34]([CH3:39])=[N:35][CH:36]=[CH:37][CH:38]=3)=[O:31])[CH:11]=[CH:10][C:9]2=1)[C:2]1[CH:3]=[CH:4][CH:5]=[CH:6][CH:7]=1. (4) Given the reactants C(OC([N:8]([CH2:26][C@H:27]1[CH2:36][CH2:35][C:34]2[C:29](=[CH:30][CH:31]=[C:32]([CH2:37][C:38]3[CH:47]=[CH:46][C:41]([C:42]([O:44]C)=[O:43])=[CH:40][CH:39]=3)[CH:33]=2)[O:28]1)[CH2:9][C@@H:10]([C:20]1[CH:21]=[N:22][CH:23]=[CH:24][CH:25]=1)[O:11][SiH2]C(C)(C)C(C)(C)C)=O)(C)(C)C.[Li+].[OH-].CO.P(=O)(O)(O)O, predict the reaction product. The product is: [OH:11][C@H:10]([C:20]1[CH:21]=[N:22][CH:23]=[CH:24][CH:25]=1)[CH2:9][NH:8][CH2:26][C@H:27]1[CH2:36][CH2:35][C:34]2[C:29](=[CH:30][CH:31]=[C:32]([CH2:37][C:38]3[CH:47]=[CH:46][C:41]([C:42]([OH:44])=[O:43])=[CH:40][CH:39]=3)[CH:33]=2)[O:28]1. (5) Given the reactants O.[OH-].[Li+].C[O:5][C:6](=[O:37])[CH2:7][C:8]1[C:17]([CH3:18])=[C:16]([C:19]2[CH:24]=[CH:23][C:22]([S:25]([C:28]3[C:33]([F:34])=[CH:32][CH:31]=[CH:30][C:29]=3[F:35])(=[O:27])=[O:26])=[CH:21][CH:20]=2)[C:15]2[C:10](=[CH:11][CH:12]=[C:13]([F:36])[CH:14]=2)[CH:9]=1, predict the reaction product. The product is: [F:35][C:29]1[CH:30]=[CH:31][CH:32]=[C:33]([F:34])[C:28]=1[S:25]([C:22]1[CH:21]=[CH:20][C:19]([C:16]2[C:15]3[C:10](=[CH:11][CH:12]=[C:13]([F:36])[CH:14]=3)[CH:9]=[C:8]([CH2:7][C:6]([OH:37])=[O:5])[C:17]=2[CH3:18])=[CH:24][CH:23]=1)(=[O:26])=[O:27]. (6) Given the reactants [O:1]=[CH:2][CH2:3][CH2:4][CH2:5][C:6]1([C:19]([O:21][CH3:22])=[O:20])[CH2:11][CH2:10][N:9]([C:12]([O:14][C:15]([CH3:18])([CH3:17])[CH3:16])=[O:13])[CH2:8][CH2:7]1.CC(C)=[O:25].OS(O)(=O)=O.O=[Cr](=O)=O, predict the reaction product. The product is: [C:15]([O:14][C:12]([N:9]1[CH2:8][CH2:7][C:6]([CH2:5][CH2:4][CH2:3][C:2]([OH:25])=[O:1])([C:19]([O:21][CH3:22])=[O:20])[CH2:11][CH2:10]1)=[O:13])([CH3:17])([CH3:18])[CH3:16].